From a dataset of Catalyst prediction with 721,799 reactions and 888 catalyst types from USPTO. Predict which catalyst facilitates the given reaction. (1) Reactant: [F:1][C:2]1[CH:10]=[C:9]2[C:5]([CH2:6][CH2:7][N:8]2[CH:11]2[CH2:16][CH2:15][N:14]([C:17]3[N:18]=[N:19][C:20]([C:23]4[CH:24]=[N:25][N:26]([CH3:28])[CH:27]=4)=[CH:21][CH:22]=3)[CH2:13][CH2:12]2)=[CH:4][CH:3]=1.C(C1C(=O)C(Cl)=C(Cl)C(=O)C=1C#N)#N.CCOC(C)=O. Product: [F:1][C:2]1[CH:10]=[C:9]2[C:5]([CH:6]=[CH:7][N:8]2[CH:11]2[CH2:16][CH2:15][N:14]([C:17]3[N:18]=[N:19][C:20]([C:23]4[CH:24]=[N:25][N:26]([CH3:28])[CH:27]=4)=[CH:21][CH:22]=3)[CH2:13][CH2:12]2)=[CH:4][CH:3]=1. The catalyst class is: 1. (2) Reactant: [Cl:1][C:2]1[CH:7]=[CH:6][C:5]([N:8]2[C:12]([CH3:13])=[C:11]([CH3:14])[N:10]=[C:9]2[CH:15]=[O:16])=[C:4]([C:17](=[O:28])[C:18]2[CH:23]=[CH:22][CH:21]=[C:20]([O:24][CH3:25])[C:19]=2[O:26][CH3:27])[CH:3]=1.[O:29]1[CH2:33][CH2:32][O:31][CH:30]1[CH2:34][Mg]Br.O.C(OCC)(=O)C. Product: [Cl:1][C:2]1[CH:7]=[CH:6][C:5]([N:8]2[C:12]([CH3:13])=[C:11]([CH3:14])[N:10]=[C:9]2[CH:15]([OH:16])[CH2:34][CH:30]2[O:31][CH2:32][CH2:33][O:29]2)=[C:4]([C:17]([C:18]2[CH:23]=[CH:22][CH:21]=[C:20]([O:24][CH3:25])[C:19]=2[O:26][CH3:27])=[O:28])[CH:3]=1. The catalyst class is: 7. (3) Reactant: [F:1][C:2]1[CH:3]=[C:4]([S:9]([N:12]2[CH2:17][CH2:16][C:15]3=[N:18][NH:19][C:20]([NH:21][C:22](=[O:27])[C:23]([F:26])([F:25])[F:24])=[C:14]3[CH2:13]2)(=[O:11])=[O:10])[CH:5]=[C:6]([F:8])[CH:7]=1.C(N(CC)CC)C.[C:35](Cl)([C:48]1[CH:53]=[CH:52][CH:51]=[CH:50][CH:49]=1)([C:42]1[CH:47]=[CH:46][CH:45]=[CH:44][CH:43]=1)[C:36]1[CH:41]=[CH:40][CH:39]=[CH:38][CH:37]=1. Product: [F:8][C:6]1[CH:5]=[C:4]([S:9]([N:12]2[CH2:17][CH2:16][C:15]3[N:18]([C:35]([C:36]4[CH:41]=[CH:40][CH:39]=[CH:38][CH:37]=4)([C:48]4[CH:49]=[CH:50][CH:51]=[CH:52][CH:53]=4)[C:42]4[CH:43]=[CH:44][CH:45]=[CH:46][CH:47]=4)[N:19]=[C:20]([NH:21][C:22](=[O:27])[C:23]([F:24])([F:25])[F:26])[C:14]=3[CH2:13]2)(=[O:11])=[O:10])[CH:3]=[C:2]([F:1])[CH:7]=1. The catalyst class is: 4. (4) Reactant: [Br:1][C:2]1[CH:9]=[CH:8][C:7]([O:10][Si:11]([C:14]([CH3:17])([CH3:16])[CH3:15])([CH3:13])[CH3:12])=[CH:6][C:3]=1[CH2:4][OH:5].C(N(C(C)C)CC)(C)C.[CH3:27][O:28][CH2:29]Cl.O. Product: [Br:1][C:2]1[CH:9]=[CH:8][C:7]([O:10][Si:11]([C:14]([CH3:17])([CH3:16])[CH3:15])([CH3:12])[CH3:13])=[CH:6][C:3]=1[CH2:4][O:5][CH2:27][O:28][CH3:29]. The catalyst class is: 4. (5) Reactant: [CH:1]1([C:4]([NH:6][C:7]2[N:8]=[C:9]3[CH:14]=[CH:13][C:12]([S:15][C:16]4[CH:24]=[CH:23][CH:22]=[CH:21][C:17]=4[C:18](O)=[O:19])=[N:11][N:10]3[CH:25]=2)=[O:5])[CH2:3][CH2:2]1.[F:26][C:27]([F:36])([F:35])[C:28]1[CH:34]=[CH:33][C:31]([NH2:32])=[CH:30][CH:29]=1.F[P-](F)(F)(F)(F)F.N1(OC(N(C)C)=[N+](C)C)C2N=CC=CC=2N=N1.C(N(CC)C(C)C)(C)C. Product: [CH:1]1([C:4]([NH:6][C:7]2[N:8]=[C:9]3[CH:14]=[CH:13][C:12]([S:15][C:16]4[CH:24]=[CH:23][CH:22]=[CH:21][C:17]=4[C:18]([NH:32][C:31]4[CH:33]=[CH:34][C:28]([C:27]([F:26])([F:35])[F:36])=[CH:29][CH:30]=4)=[O:19])=[N:11][N:10]3[CH:25]=2)=[O:5])[CH2:2][CH2:3]1. The catalyst class is: 9. (6) Reactant: [CH3:1][C:2]1([CH3:24])[C:11]2[C:6](=[CH:7][C:8]([CH3:23])=[C:9]([CH2:13][C:14]3[O:18][C:17]([C:19]([O:21]C)=[O:20])=[CH:16][CH:15]=3)[C:10]=2[CH3:12])[O:5][CH2:4][CH2:3]1.CO.Cl. Product: [CH3:1][C:2]1([CH3:24])[C:11]2[C:6](=[CH:7][C:8]([CH3:23])=[C:9]([CH2:13][C:14]3[O:18][C:17]([C:19]([OH:21])=[O:20])=[CH:16][CH:15]=3)[C:10]=2[CH3:12])[O:5][CH2:4][CH2:3]1. The catalyst class is: 6. (7) Reactant: [C:1]([SiH2:5][O:6][C:7](C1C=CC=CC=1)(C1C=CC=CC=1)[C:8]1[C:9]([N:18]2[CH2:23][C@H:22]([CH3:24])[O:21][C@H:20]([CH3:25])[CH2:19]2)=[C:10]([F:17])[C:11]([F:16])=[C:12]([CH:15]=1)[CH:13]=O)([CH3:4])([CH3:3])[CH3:2].CCN([CH:44]([CH3:46])[CH3:45])C(C)C.Cl.[NH2:48][OH:49]. Product: [Si:5]([O:6][CH2:7][C:8]1[C:9]([N:18]2[CH2:23][C@H:22]([CH3:24])[O:21][C@H:20]([CH3:25])[CH2:19]2)=[C:10]([F:17])[C:11]([F:16])=[C:12]([CH:13]=[N:48][OH:49])[CH:15]=1)([C:1]([CH3:2])([CH3:4])[CH3:3])([C:45]1[CH:44]=[CH:46][CH:3]=[CH:1][CH:2]=1)[C:8]1[CH:9]=[CH:10][CH:11]=[CH:12][CH:15]=1. The catalyst class is: 76. (8) Reactant: [NH2:1][CH2:2][CH2:3][CH2:4][CH2:5][C@H:6]([NH:17][C:18](=[O:33])[C:19]1[CH:24]=[CH:23][C:22]([C:25]([N:27]2[CH2:31][CH2:30][CH2:29][CH2:28]2)=[O:26])=[C:21]([CH3:32])[CH:20]=1)[C:7]1[NH:11][C:10]2[CH:12]=[CH:13][C:14]([Cl:16])=[CH:15][C:9]=2[N:8]=1.C(N(C(C)C)CC)(C)C.[O:43]=[C:44]1[NH:48][CH2:47][CH:46]([C:49](O)=[O:50])[CH2:45]1. Product: [Cl:16][C:14]1[CH:13]=[CH:12][C:10]2[NH:11][C:7]([C@@H:6]([NH:17][C:18](=[O:33])[C:19]3[CH:24]=[CH:23][C:22]([C:25]([N:27]4[CH2:28][CH2:29][CH2:30][CH2:31]4)=[O:26])=[C:21]([CH3:32])[CH:20]=3)[CH2:5][CH2:4][CH2:3][CH2:2][NH:1][C:49]([CH:46]3[CH2:45][C:44](=[O:43])[NH:48][CH2:47]3)=[O:50])=[N:8][C:9]=2[CH:15]=1. The catalyst class is: 16. (9) Reactant: C([C:3](CC)([C:7]([O-:9])=O)[C:4]([O-:6])=[O:5])C.CO[C:14]([C:16]1[C:17]([CH2:25][CH3:26])=[N:18][C:19]([CH2:23][CH3:24])=[CH:20][C:21]=1[NH2:22])=[O:15].[O-][CH2:28][CH3:29].[Na+]. Product: [CH2:25]([C:17]1[N:18]=[C:19]([CH2:23][CH3:24])[CH:20]=[C:21]2[C:16]=1[C:14]([OH:15])=[C:3]([C:4]([O:6][CH2:28][CH3:29])=[O:5])[C:7](=[O:9])[NH:22]2)[CH3:26]. The catalyst class is: 8. (10) Product: [C:18]([O:22][C:23]([N:25]1[CH2:28][CH:27]([NH:1][C:2]2[CH:3]=[C:4]3[C:13](=[CH:14][CH:15]=2)[O:12][CH2:11][C:10]2[N:5]3[CH:6]([CH3:17])[C:7](=[O:16])[NH:8][N:9]=2)[CH2:26]1)=[O:24])([CH3:21])([CH3:19])[CH3:20]. The catalyst class is: 467. Reactant: [NH2:1][C:2]1[CH:3]=[C:4]2[C:13](=[CH:14][CH:15]=1)[O:12][CH2:11][C:10]1[N:5]2[CH:6]([CH3:17])[C:7](=[O:16])[NH:8][N:9]=1.[C:18]([O:22][C:23]([N:25]1[CH2:28][C:27](=O)[CH2:26]1)=[O:24])([CH3:21])([CH3:20])[CH3:19].C([BH3-])#N.[Na+].